Predict the product of the given reaction. From a dataset of Forward reaction prediction with 1.9M reactions from USPTO patents (1976-2016). Given the reactants [Cl:1][C:2]1[CH:28]=[C:27]([F:29])[CH:26]=[CH:25][C:3]=1[O:4][C:5]1[CH:10]=[CH:9][C:8]([N+:11]([O-])=O)=[CH:7][C:6]=1[C:14]1[C:15]2[CH:24]=[CH:23][NH:22][C:16]=2[C:17](=[O:21])[N:18]([CH3:20])[CH:19]=1.CN1C=C(C2C=C([N+]([O-])=O)C=CC=2OC2C=CC=CC=2)C2C=CNC=2C1=O, predict the reaction product. The product is: [NH2:11][C:8]1[CH:9]=[CH:10][C:5]([O:4][C:3]2[CH:25]=[CH:26][C:27]([F:29])=[CH:28][C:2]=2[Cl:1])=[C:6]([C:14]2[C:15]3[CH:24]=[CH:23][NH:22][C:16]=3[C:17](=[O:21])[N:18]([CH3:20])[CH:19]=2)[CH:7]=1.